Task: Predict the product of the given reaction.. Dataset: Forward reaction prediction with 1.9M reactions from USPTO patents (1976-2016) (1) Given the reactants [CH2:1]([N:3]([CH2:24][CH3:25])[C:4]([CH:6]1[C:18]2[C:17]3[C:12](=[CH:13][CH:14]=[CH:15][CH:16]=3)[NH:11][C:10]=2[C:9]2[CH:19]=[CH:20][C:21]([F:23])=[CH:22][C:8]=2[S:7]1)=[O:5])[CH3:2].S(C1C=CC(C)=CC=1)(O[CH2:30][CH2:31][F:32])(=O)=O.[H-].[Na+], predict the reaction product. The product is: [CH2:24]([N:3]([CH2:1][CH3:2])[C:4]([CH:6]1[C:18]2[C:17]3[C:12](=[CH:13][CH:14]=[CH:15][CH:16]=3)[N:11]([CH2:30][CH2:31][F:32])[C:10]=2[C:9]2[CH:19]=[CH:20][C:21]([F:23])=[CH:22][C:8]=2[S:7]1)=[O:5])[CH3:25]. (2) Given the reactants [CH2:1]([C@@H:5]1[NH:10][CH2:9][C@H:8]([CH2:11][CH:12]([CH3:14])[CH3:13])[NH:7][C:6]1=[O:15])[CH:2]([CH3:4])[CH3:3].Br[CH2:17][C:18]1[CH:23]=[C:22]([F:24])[CH:21]=[CH:20][C:19]=1[F:25].FC1C=CC(CN2C[C@H](CC(C)C)NC(=O)[C@@H]2CC(C)C)=C(C(F)(F)F)C=1, predict the reaction product. The product is: [F:25][C:19]1[CH:20]=[CH:21][C:22]([F:24])=[CH:23][C:18]=1[CH2:17][N:10]1[CH2:9][C@H:8]([CH2:11][CH:12]([CH3:14])[CH3:13])[NH:7][C:6](=[O:15])[C@@H:5]1[CH2:1][CH:2]([CH3:4])[CH3:3]. (3) Given the reactants [CH3:1][O:2][C:3]1[CH:11]=[C:10]2[C:6]([CH2:7][C:8](=[O:12])[NH:9]2)=[CH:5][CH:4]=1.[Cl:13][C:14]1[CH:19]=[CH:18][C:17]([S:20]([C:23]2[C:24]([CH2:31][CH2:32][C:33]([OH:35])=[O:34])=[C:25]([CH:29]=O)[NH:26][C:27]=2[CH3:28])(=[O:22])=[O:21])=[CH:16][CH:15]=1.N1CCCCC1, predict the reaction product. The product is: [Cl:13][C:14]1[CH:15]=[CH:16][C:17]([S:20]([C:23]2[C:24]([CH2:31][CH2:32][C:33]([OH:35])=[O:34])=[C:25](/[CH:29]=[C:7]3\[C:8](=[O:12])[NH:9][C:10]4[C:6]\3=[CH:5][CH:4]=[C:3]([O:2][CH3:1])[CH:11]=4)[NH:26][C:27]=2[CH3:28])(=[O:21])=[O:22])=[CH:18][CH:19]=1. (4) Given the reactants [CH2:1](O)[CH:2]=[CH2:3].CS(Cl)(=O)=O.CCN(C(C)C)C(C)C.[CH3:19][N:20]1[C:25](=[O:26])[C:24]2=[C:27]([C:41]3[CH:46]=[CH:45][N:44]=[CH:43][CH:42]=3)[N:28]([CH2:30][C:31]3[C:40]4[C:35](=[CH:36][CH:37]=[CH:38][CH:39]=4)[CH:34]=[CH:33][CH:32]=3)[N:29]=[C:23]2[NH:22][C:21]1=[O:47].C(=O)([O-])[O-].[Cs+].[Cs+].S([O-])(=O)(=O)C, predict the reaction product. The product is: [CH2:3]([N:22]1[C:23]2=[N:29][N:28]([CH2:30][C:31]3[C:40]4[C:35](=[CH:36][CH:37]=[CH:38][CH:39]=4)[CH:34]=[CH:33][CH:32]=3)[C:27]([C:41]3[CH:42]=[CH:43][N:44]=[CH:45][CH:46]=3)=[C:24]2[C:25](=[O:26])[N:20]([CH3:19])[C:21]1=[O:47])[CH:2]=[CH2:1].